From a dataset of Full USPTO retrosynthesis dataset with 1.9M reactions from patents (1976-2016). Predict the reactants needed to synthesize the given product. (1) Given the product [OH:1][C:2]1[CH:3]=[C:4]([CH2:8][CH2:9][C:10](=[O:23])[CH2:11][C:12](=[O:22])[CH2:13][CH2:14][C:15]2[CH:20]=[CH:19][C:18]([OH:21])=[CH:17][CH:16]=2)[CH:5]=[CH:6][CH:7]=1, predict the reactants needed to synthesize it. The reactants are: [OH:1][C:2]1[CH:3]=[C:4](/[CH:8]=[CH:9]/[C:10](=[O:23])[CH2:11][C:12](=[O:22])/[CH:13]=[CH:14]/[C:15]2[CH:20]=[CH:19][C:18]([OH:21])=[CH:17][CH:16]=2)[CH:5]=[CH:6][CH:7]=1.CN(C)C1C=CC(/C=C/C(=O)CC(=O)/C=C/C2C=CC(O)=C(OC)C=2)=CC=1. (2) Given the product [C:8]([C:7]1[C:2]([CH:28]2[CH2:30][CH2:29]2)=[C:3]([C@H:11]2[O:16][CH2:15][C@@H:14]3[CH2:17][N:18]([C:21]([O:23][C:24]([CH3:27])([CH3:26])[CH3:25])=[O:22])[CH2:19][CH2:20][N:13]3[CH2:12]2)[CH:4]=[CH:5][C:6]=1[F:10])#[N:9], predict the reactants needed to synthesize it. The reactants are: Cl[C:2]1[C:7]([C:8]#[N:9])=[C:6]([F:10])[CH:5]=[CH:4][C:3]=1[C@H:11]1[O:16][CH2:15][C@@H:14]2[CH2:17][N:18]([C:21]([O:23][C:24]([CH3:27])([CH3:26])[CH3:25])=[O:22])[CH2:19][CH2:20][N:13]2[CH2:12]1.[CH:28]1([B-](F)(F)F)[CH2:30][CH2:29]1.[K+].CC(C1C=C(C(C)C)C(C2C=CC=CC=2P(C2CCCCC2)C2CCCCC2)=C(C(C)C)C=1)C.C(=O)([O-])[O-].[K+].[K+].COC1CCCC1.